This data is from Peptide-MHC class II binding affinity with 134,281 pairs from IEDB. The task is: Regression. Given a peptide amino acid sequence and an MHC pseudo amino acid sequence, predict their binding affinity value. This is MHC class II binding data. (1) The MHC is HLA-DPA10103-DPB10301 with pseudo-sequence HLA-DPA10103-DPB10301. The peptide sequence is CFKVAATAANAAPAN. The binding affinity (normalized) is 0.514. (2) The peptide sequence is TTEEQKLIEDINVGF. The MHC is DRB1_0802 with pseudo-sequence DRB1_0802. The binding affinity (normalized) is 0.191. (3) The peptide sequence is WDTRITEADLDDEQE. The MHC is DRB1_1101 with pseudo-sequence DRB1_1101. The binding affinity (normalized) is 0. (4) The peptide sequence is RSFTLASSATGVG. The MHC is DRB1_0401 with pseudo-sequence DRB1_0401. The binding affinity (normalized) is 0.659. (5) The peptide sequence is GAEVHIGNGGPCLFM. The MHC is DRB1_0101 with pseudo-sequence DRB1_0101. The binding affinity (normalized) is 0.247.